Dataset: Experimentally validated miRNA-target interactions with 360,000+ pairs, plus equal number of negative samples. Task: Binary Classification. Given a miRNA mature sequence and a target amino acid sequence, predict their likelihood of interaction. (1) The miRNA is hsa-miR-455-3p with sequence GCAGUCCAUGGGCAUAUACAC. The protein sequence of the target gene is MRSSDDQPSGGTTVLQRLLQEQLRYGNPSENRSLLAIHQQATGNSSPFSTGSGNQGPQNDVLSSQDHHQQQLVAHPARQEPQGQEIQSENGVMEKQLSPRMQNNEELPTYEEAKVQSQYFRGQQHASVGAAFYVTGVTNQKMRTEGRPSVQRLTPGKMHQDEGLRDLKQGHVRSLSERLMQMSLATSGVKAHPPVTSAPLSPPQPNDLYKNATSSSEFYKAQGPPPSQHSLKGMEHRGPPPEYPFKGVPSQSVVCKSQEPGHFYSEHRLNQPGRTEGQLMRYQHPPEYGAARATQDISSL.... Result: 0 (no interaction). (2) The miRNA is hsa-miR-105-5p with sequence UCAAAUGCUCAGACUCCUGUGGU. The protein sequence of the target gene is MKRASAGGSRLLAWVLWLQAWQVAAPCPGACVCYNEPKVTTSCPQQGLQAVPVGIPAASQRIFLHGNRISHVPAASFRACRNLTILWLHSNVLARIDAAAFTGLALLEQLDLSDNAQLRSVDPATFHGLGRLHTLHLDRCGLQELGPGLFRGLAALQYLYLQDNALQALPDDTFRDLGNLTHLFLHGNRISSVPERAFRGLHSLDRLLLHQNRVAHVHPHAFRDLGRLMTLYLFANNLSALPTEALAPLRALQYLRLNDNPWVCDCRARPLWAWLQKFRGSSSEVPCSLPQRLAGRDLKR.... Result: 0 (no interaction). (3) The miRNA is hsa-miR-6801-5p with sequence UGGUCAGAGGCAGCAGGAAAUGA. The protein sequence of the target gene is MEGSAKASVASDPESPPGGNEPAAASGQRLPENTPPCQQVDQPKMQKEFGEDLVEQNSSYVQDSPSKKRKLDVEIILEEKHSEDDGGSAKRSKLERGDVSEDEPSLGRLNQTKRKLQPQDDEVPQKLQKLEEGHSSAVAAHYNELQEVGLAKRSQSRIFYLRNFNNWIKSILIGEILEKVRQRKTRDITVLDLGCGKGGDLLKWRKGRISRLVCADIADISMKQCQQRYEDMRCRRDNEHIFSAEFITADCSKELLVEKFRDPEMYFDVCSCQFACHYSFESQVQADTMLRNACGRLNPG.... Result: 0 (no interaction).